This data is from Catalyst prediction with 721,799 reactions and 888 catalyst types from USPTO. The task is: Predict which catalyst facilitates the given reaction. (1) Reactant: [Cl:1][C:2]1[CH:10]=[CH:9][C:8]2[N:7]([CH2:11][C:12]([C:15]3[CH:20]=[CH:19][N:18]=[CH:17][CH:16]=3)(O)[CH3:13])[C:6]3[CH2:21][CH:22]([CH3:26])[N:23]([CH3:25])[CH2:24][C:5]=3[C:4]=2[CH:3]=1.S(Cl)(Cl)=O.C(O)(C(F)(F)F)=O. The catalyst class is: 2. Product: [Cl:1][C:2]1[CH:10]=[CH:9][C:8]2[N:7]([CH2:11][C:12]([C:15]3[CH:20]=[CH:19][N:18]=[CH:17][CH:16]=3)=[CH2:13])[C:6]3[CH2:21][CH:22]([CH3:26])[N:23]([CH3:25])[CH2:24][C:5]=3[C:4]=2[CH:3]=1. (2) Reactant: [CH3:1][NH:2][CH:3]1[C:12]2[N:11]=[CH:10][CH:9]=[CH:8][C:7]=2[CH2:6][CH2:5][CH2:4]1.[F:13][C:14]1[N:19]2[CH:20]=[C:21]([CH:23]=O)[N:22]=[C:18]2[CH:17]=[CH:16][CH:15]=1.C(O)(=O)C.C(O[BH-](OC(=O)C)OC(=O)C)(=O)C.[Na+]. Product: [F:13][C:14]1[N:19]2[CH:20]=[C:21]([CH2:23][N:2]([CH3:1])[CH:3]3[C:12]4[N:11]=[CH:10][CH:9]=[CH:8][C:7]=4[CH2:6][CH2:5][CH2:4]3)[N:22]=[C:18]2[CH:17]=[CH:16][CH:15]=1. The catalyst class is: 68. (3) Reactant: [C:1](N[C@@H](C(O)=O)CO)([O:3][CH2:4][C:5]1[CH:10]=[CH:9][CH:8]=[CH:7][CH:6]=1)=O.C[N:19]1CCOCC1.[CH2:25]([O:29]C(Cl)=O)[CH:26]([CH3:28])[CH3:27].COCC1C=CC(CN)=CC=1. Product: [CH3:1][O:3][CH2:4][C:5]1[CH:6]=[CH:7][C:8]([CH2:27][CH:26]([CH3:28])[C:25]([NH2:19])=[O:29])=[CH:9][CH:10]=1. The catalyst class is: 1. (4) Reactant: C(N(CC)CC)C.[CH3:8][C:9]1[N:10]([CH2:29][CH:30]2[CH2:35][CH2:34][NH:33][CH2:32][CH2:31]2)[C:11]2[C:16]([CH:17]=1)=[CH:15][C:14]([C:18]1[CH:19]=[N:20][N:21]([CH:23]3[CH2:28][CH2:27][CH2:26][CH2:25][O:24]3)[CH:22]=1)=[CH:13][CH:12]=2.[C:36](Cl)(=[O:45])[CH2:37][CH2:38][C:39]1[CH:44]=[CH:43][CH:42]=[CH:41][CH:40]=1.C(=O)(O)[O-].[Na+]. Product: [CH3:8][C:9]1[N:10]([CH2:29][CH:30]2[CH2:31][CH2:32][N:33]([C:36](=[O:45])[CH2:37][CH2:38][C:39]3[CH:44]=[CH:43][CH:42]=[CH:41][CH:40]=3)[CH2:34][CH2:35]2)[C:11]2[C:16]([CH:17]=1)=[CH:15][C:14]([C:18]1[CH:19]=[N:20][N:21]([CH:23]3[CH2:28][CH2:27][CH2:26][CH2:25][O:24]3)[CH:22]=1)=[CH:13][CH:12]=2. The catalyst class is: 4. (5) Product: [F:19][C:14]1[CH:13]=[C:12]([C:7]2[CH:8]=[N:9][C:10]3[C:5]([N:6]=2)=[C:4]([C:20]([NH:22][CH2:23][C:24]([O:26][CH2:27][CH3:28])=[O:25])=[O:21])[C:3]([OH:29])=[C:2]([C:35]2[S:36][CH:37]=[CH:38][CH:39]=2)[CH:11]=3)[CH:17]=[CH:16][C:15]=1[F:18]. Reactant: Br[C:2]1[CH:11]=[C:10]2[C:5]([N:6]=[C:7]([C:12]3[CH:17]=[CH:16][C:15]([F:18])=[C:14]([F:19])[CH:13]=3)[CH:8]=[N:9]2)=[C:4]([C:20]([NH:22][CH2:23][C:24]([O:26][CH2:27][CH3:28])=[O:25])=[O:21])[C:3]=1[OH:29].C([Sn](CCCC)(CCCC)[C:35]1[S:36][CH:37]=[CH:38][CH:39]=1)CCC. The catalyst class is: 77. (6) Reactant: [NH:1]1[C:5]2[CH:6]=[CH:7][C:8]([NH2:10])=[CH:9][C:4]=2[N:3]=[CH:2]1.[Cl:11][C:12]1[C:13]([F:21])=[C:14]([C:17]([F:20])=[CH:18][CH:19]=1)[CH:15]=O.[O:22]([C:24]#[N:25])[K].Cl.N1C=CC=CC=1.[N+:33]([CH:35]1[CH2:40][CH2:39][CH2:38][CH2:37][CH2:36]1)#[C-:34]. Product: [NH:1]1[C:5]2[CH:6]=[CH:7][C:8]([N:10]3[CH:15]([C:14]4[C:17]([F:20])=[CH:18][CH:19]=[C:12]([Cl:11])[C:13]=4[F:21])[C:34](=[N:33][CH:35]4[CH2:40][CH2:39][CH2:38][CH2:37][CH2:36]4)[NH:25][C:24]3=[O:22])=[CH:9][C:4]=2[N:3]=[CH:2]1. The catalyst class is: 5. (7) Reactant: Cl.C(OC([N:9]1[CH2:13][CH2:12][CH:11]([C:14]2[CH:19]=[CH:18][CH:17]=[CH:16][CH:15]=2)[CH2:10]1)=O)(C)(C)C. Product: [C:14]1([CH:11]2[CH2:12][CH2:13][NH:9][CH2:10]2)[CH:19]=[CH:18][CH:17]=[CH:16][CH:15]=1. The catalyst class is: 13.